This data is from Full USPTO retrosynthesis dataset with 1.9M reactions from patents (1976-2016). The task is: Predict the reactants needed to synthesize the given product. (1) Given the product [CH3:13][O:14][CH2:15][N:1]1[CH:5]=[C:4]([C@@H:6]2[CH2:11][CH2:10][CH2:9][CH2:8][C@H:7]2[OH:12])[CH:3]=[N:2]1, predict the reactants needed to synthesize it. The reactants are: [NH:1]1[CH:5]=[C:4]([C@@H:6]2[CH2:11][CH2:10][CH2:9][CH2:8][C@H:7]2[OH:12])[CH:3]=[N:2]1.[CH3:13][O:14][CH2:15]Cl. (2) Given the product [O:24]1[C:23]2[CH:27]=[CH:28][C:20]([O:19][C:14]3[CH:15]=[C:16]4[C:11](=[CH:12][CH:13]=3)[C:10]([C:29]#[N:30])=[N:9][C:8]([C:6]([NH:31][CH2:32][C:33]([OH:35])=[O:34])=[O:7])=[C:17]4[OH:18])=[CH:21][C:22]=2[O:26][CH2:25]1, predict the reactants needed to synthesize it. The reactants are: C(O[C:6]([C:8]1[N:9]=[C:10]([C:29]#[N:30])[C:11]2[C:16]([C:17]=1[OH:18])=[CH:15][C:14]([O:19][C:20]1[CH:28]=[CH:27][C:23]3[O:24][CH2:25][O:26][C:22]=3[CH:21]=1)=[CH:13][CH:12]=2)=[O:7])CCC.[NH2:31][CH2:32][C:33]([OH:35])=[O:34]. (3) Given the product [NH2:20][C:21]1[N:26]=[CH:25][C:24]([C:2]2[N:3]=[C:4]([N:12]3[CH2:17][CH2:16][O:15][CH:14]([CH2:18][OH:19])[CH2:13]3)[C:5]3[C:10]([CH3:11])=[CH:9][S:8][C:6]=3[N:7]=2)=[CH:23][N:22]=1, predict the reactants needed to synthesize it. The reactants are: Cl[C:2]1[N:3]=[C:4]([N:12]2[CH2:17][CH2:16][O:15][CH:14]([CH2:18][OH:19])[CH2:13]2)[C:5]2[C:10]([CH3:11])=[CH:9][S:8][C:6]=2[N:7]=1.[NH2:20][C:21]1[N:26]=[CH:25][C:24](B2OC(C)(C)C(C)(C)O2)=[CH:23][N:22]=1.CC#N.CC([O-])=O.[K+]. (4) Given the product [C:1]([O:4][C:5]1[CH:14]=[CH:13][CH:12]=[C:11]2[C:6]=1[CH2:7][CH2:8][CH2:9][N:10]2[C:20]([O:19][C:16]([CH3:18])([CH3:17])[CH3:15])=[O:21])(=[O:3])[CH3:2], predict the reactants needed to synthesize it. The reactants are: [C:1]([O:4][C:5]1[CH:14]=[CH:13][CH:12]=[C:11]2[C:6]=1[CH2:7][CH2:8][CH2:9][NH:10]2)(=[O:3])[CH3:2].[CH3:15][C:16]([O:19][C:20](O[C:20]([O:19][C:16]([CH3:18])([CH3:17])[CH3:15])=[O:21])=[O:21])([CH3:18])[CH3:17]. (5) Given the product [CH3:27][S:28]([NH:1][C:2]1[CH:7]=[CH:6][CH:5]=[CH:4][C:3]=1[CH:8]1[CH2:9][CH2:10][N:11]([C:14]([O:16][C:17]([CH3:20])([CH3:19])[CH3:18])=[O:15])[CH2:12][CH2:13]1)(=[O:30])=[O:29], predict the reactants needed to synthesize it. The reactants are: [NH2:1][C:2]1[CH:7]=[CH:6][CH:5]=[CH:4][C:3]=1[CH:8]1[CH2:13][CH2:12][N:11]([C:14]([O:16][C:17]([CH3:20])([CH3:19])[CH3:18])=[O:15])[CH2:10][CH2:9]1.N1C=CC=CC=1.[CH3:27][S:28](Cl)(=[O:30])=[O:29].